From a dataset of NCI-60 drug combinations with 297,098 pairs across 59 cell lines. Regression. Given two drug SMILES strings and cell line genomic features, predict the synergy score measuring deviation from expected non-interaction effect. (1) Drug 1: C1=CC(=CC=C1CCCC(=O)O)N(CCCl)CCCl. Drug 2: C1=NC2=C(N1)C(=S)N=C(N2)N. Cell line: IGROV1. Synergy scores: CSS=43.6, Synergy_ZIP=-3.50, Synergy_Bliss=-4.10, Synergy_Loewe=-1.09, Synergy_HSA=1.45. (2) Drug 1: CN1CCC(CC1)COC2=C(C=C3C(=C2)N=CN=C3NC4=C(C=C(C=C4)Br)F)OC. Drug 2: B(C(CC(C)C)NC(=O)C(CC1=CC=CC=C1)NC(=O)C2=NC=CN=C2)(O)O. Cell line: OVCAR-8. Synergy scores: CSS=3.77, Synergy_ZIP=-1.39, Synergy_Bliss=-0.382, Synergy_Loewe=-0.281, Synergy_HSA=-0.861. (3) Synergy scores: CSS=5.42, Synergy_ZIP=1.93, Synergy_Bliss=8.32, Synergy_Loewe=6.48, Synergy_HSA=6.42. Cell line: NCI/ADR-RES. Drug 2: C1CC(=O)NC(=O)C1N2C(=O)C3=CC=CC=C3C2=O. Drug 1: C1CCC(C1)C(CC#N)N2C=C(C=N2)C3=C4C=CNC4=NC=N3. (4) Drug 1: C1=NC2=C(N=C(N=C2N1C3C(C(C(O3)CO)O)F)Cl)N. Drug 2: C1CN(P(=O)(OC1)NCCCl)CCCl. Cell line: MCF7. Synergy scores: CSS=-3.33, Synergy_ZIP=2.69, Synergy_Bliss=2.94, Synergy_Loewe=-2.70, Synergy_HSA=-2.16. (5) Drug 1: C1=C(C(=O)NC(=O)N1)F. Drug 2: C1=CC=C(C=C1)NC(=O)CCCCCCC(=O)NO. Cell line: SW-620. Synergy scores: CSS=56.2, Synergy_ZIP=2.16, Synergy_Bliss=2.41, Synergy_Loewe=-2.95, Synergy_HSA=3.13. (6) Drug 1: C1=C(C(=O)NC(=O)N1)F. Drug 2: CC12CCC3C(C1CCC2OP(=O)(O)O)CCC4=C3C=CC(=C4)OC(=O)N(CCCl)CCCl.[Na+]. Cell line: IGROV1. Synergy scores: CSS=39.4, Synergy_ZIP=6.41, Synergy_Bliss=6.01, Synergy_Loewe=-0.490, Synergy_HSA=8.13. (7) Drug 2: CCCCCOC(=O)NC1=NC(=O)N(C=C1F)C2C(C(C(O2)C)O)O. Cell line: K-562. Synergy scores: CSS=20.4, Synergy_ZIP=2.10, Synergy_Bliss=5.67, Synergy_Loewe=-6.73, Synergy_HSA=4.30. Drug 1: CC1C(C(CC(O1)OC2CC(CC3=C2C(=C4C(=C3O)C(=O)C5=C(C4=O)C(=CC=C5)OC)O)(C(=O)C)O)N)O.Cl. (8) Drug 1: CCC1=C2CN3C(=CC4=C(C3=O)COC(=O)C4(CC)O)C2=NC5=C1C=C(C=C5)O. Drug 2: CC1C(C(CC(O1)OC2CC(CC3=C2C(=C4C(=C3O)C(=O)C5=C(C4=O)C(=CC=C5)OC)O)(C(=O)CO)O)N)O.Cl. Cell line: SK-OV-3. Synergy scores: CSS=24.6, Synergy_ZIP=-5.90, Synergy_Bliss=-2.87, Synergy_Loewe=-5.04, Synergy_HSA=1.14.